This data is from Full USPTO retrosynthesis dataset with 1.9M reactions from patents (1976-2016). The task is: Predict the reactants needed to synthesize the given product. (1) Given the product [Cl:12][C:10]([O:7][CH2:6][C:5]1[CH:8]=[CH:9][C:2]([F:1])=[CH:3][CH:4]=1)=[O:11], predict the reactants needed to synthesize it. The reactants are: [F:1][C:2]1[CH:9]=[CH:8][C:5]([CH2:6][OH:7])=[CH:4][CH:3]=1.[C:10](Cl)([Cl:12])=[O:11]. (2) Given the product [CH3:17][S:14]([N:11]1[CH2:12][CH2:13][NH:8][CH2:9][CH2:10]1)(=[O:16])=[O:15], predict the reactants needed to synthesize it. The reactants are: C([N:8]1[CH2:13][CH2:12][N:11]([S:14]([CH3:17])(=[O:16])=[O:15])[CH2:10][CH2:9]1)C1C=CC=CC=1.C1CCCCC1. (3) Given the product [CH3:34][N:32]1[CH:33]=[C:29]([C:9]2[C:8]3[C:12](=[CH:13][CH:14]=[C:6]([C:4]([OH:5])=[O:3])[CH:7]=3)[NH:11][C:10]=2[C:15]2[C:16](=[O:27])[NH:17][N:18]=[C:19]([C:21]3[CH:22]=[CH:23][N:24]=[CH:25][CH:26]=3)[CH:20]=2)[CH:30]=[N:31]1, predict the reactants needed to synthesize it. The reactants are: C([O:3][C:4]([C:6]1[CH:7]=[C:8]2[C:12](=[CH:13][CH:14]=1)[NH:11][C:10]([C:15]1[CH:20]=[C:19]([C:21]3[CH:26]=[CH:25][N:24]=[CH:23][CH:22]=3)[N:18]=[N:17][C:16]=1[O:27]C)=[C:9]2[C:29]1[CH:30]=[N:31][N:32]([CH3:34])[CH:33]=1)=[O:5])C.[OH-].[Na+].Cl. (4) Given the product [CH:3]([O:6][C:7]1[CH:8]=[C:9]([CH:23]=[C:24]([CH2:26][O:27][C:28]2[CH:33]=[CH:32][CH:31]=[CH:30][C:29]=2[F:34])[CH:25]=1)[C:10]([NH:12][C:13]1[CH:18]=[CH:17][C:16]([C:19]([OH:21])=[O:20])=[CH:15][N:14]=1)=[O:11])([CH3:5])[CH3:4], predict the reactants needed to synthesize it. The reactants are: [OH-].[Na+].[CH:3]([O:6][C:7]1[CH:8]=[C:9]([CH:23]=[C:24]([CH2:26][O:27][C:28]2[CH:33]=[CH:32][CH:31]=[CH:30][C:29]=2[F:34])[CH:25]=1)[C:10]([NH:12][C:13]1[CH:18]=[CH:17][C:16]([C:19]([O:21]C)=[O:20])=[CH:15][N:14]=1)=[O:11])([CH3:5])[CH3:4].O.Cl. (5) Given the product [F:1][C:2]1[CH:3]=[CH:4][C:5]([CH:8]([C:10]2[N:11]=[C:12]([NH:20][C:21]3[CH:25]=[C:24]([CH3:26])[NH:23][N:22]=3)[C:13]3[S:18][CH:17]=[C:16]([CH3:19])[C:14]=3[N:15]=2)[OH:9])=[CH:6][CH:7]=1, predict the reactants needed to synthesize it. The reactants are: [F:1][C:2]1[CH:7]=[CH:6][C:5]([C:8]([C:10]2[N:11]=[C:12]([NH:20][C:21]3[CH:25]=[C:24]([CH3:26])[NH:23][N:22]=3)[C:13]3[S:18][CH:17]=[C:16]([CH3:19])[C:14]=3[N:15]=2)=[O:9])=[CH:4][CH:3]=1.[BH4-].[Na+].